This data is from Reaction yield outcomes from USPTO patents with 853,638 reactions. The task is: Predict the reaction yield, written as a fraction of the theoretical maximum amount of product (1.0 means a 100% yield; for example, 0.34 means a 34% yield). The reactants are [CH2:1]([O:5][C:6]1[CH:10]=[C:9]([CH2:11][CH2:12][C:13]([OH:15])=O)[N:8]([CH2:16][C:17]2[CH:22]=[CH:21][C:20]([Cl:23])=[CH:19][C:18]=2[Cl:24])[N:7]=1)[CH2:2][CH2:3][CH3:4].[CH2:25]([S:30]([NH2:33])(=[O:32])=[O:31])[CH2:26][CH2:27][CH2:28][CH3:29].N12CCCN=C1CCCCC2. The catalyst is O1CCCC1. The product is [CH2:1]([O:5][C:6]1[CH:10]=[C:9]([CH2:11][CH2:12][C:13]([NH:33][S:30]([CH2:25][CH2:26][CH2:27][CH2:28][CH3:29])(=[O:32])=[O:31])=[O:15])[N:8]([CH2:16][C:17]2[CH:22]=[CH:21][C:20]([Cl:23])=[CH:19][C:18]=2[Cl:24])[N:7]=1)[CH2:2][CH2:3][CH3:4]. The yield is 0.660.